This data is from Peptide-MHC class I binding affinity with 185,985 pairs from IEDB/IMGT. The task is: Regression. Given a peptide amino acid sequence and an MHC pseudo amino acid sequence, predict their binding affinity value. This is MHC class I binding data. (1) The peptide sequence is VEFHLDGEVL. The MHC is HLA-B18:01 with pseudo-sequence HLA-B18:01. The binding affinity (normalized) is 0.253. (2) The peptide sequence is TLASIGTAF. The MHC is HLA-B27:03 with pseudo-sequence HLA-B27:03. The binding affinity (normalized) is 0.0847. (3) The peptide sequence is SVQWFRLPR. The MHC is HLA-A03:01 with pseudo-sequence HLA-A03:01. The binding affinity (normalized) is 0.412. (4) The peptide sequence is FQYYGIDWV. The MHC is HLA-A02:01 with pseudo-sequence HLA-A02:01. The binding affinity (normalized) is 0.771. (5) The peptide sequence is LTVKHMANV. The MHC is HLA-B08:01 with pseudo-sequence HLA-B08:01. The binding affinity (normalized) is 0.0847. (6) The peptide sequence is EPFLVQFWI. The MHC is HLA-A02:01 with pseudo-sequence HLA-A02:01. The binding affinity (normalized) is 0.0847.